Dataset: Catalyst prediction with 721,799 reactions and 888 catalyst types from USPTO. Task: Predict which catalyst facilitates the given reaction. (1) Reactant: [I:1][C:2]1[C:6]([CH:7]=O)=[CH:5][N:4]([CH:9]2[CH2:14][CH2:13][CH2:12][CH2:11][O:10]2)[N:3]=1.[CH3:15][N:16]([CH2:24][CH2:25][NH:26][CH3:27])[C:17](=[O:23])[O:18][C:19]([CH3:22])([CH3:21])[CH3:20].[BH-](OC(C)=O)(OC(C)=O)OC(C)=O.[Na+]. Product: [I:1][C:2]1[C:6]([CH2:7][N:26]([CH3:27])[CH2:25][CH2:24][N:16]([CH3:15])[C:17](=[O:23])[O:18][C:19]([CH3:20])([CH3:21])[CH3:22])=[CH:5][N:4]([CH:9]2[CH2:14][CH2:13][CH2:12][CH2:11][O:10]2)[N:3]=1. The catalyst class is: 576. (2) Reactant: Br.[Br:2][CH2:3][CH2:4][NH2:5].C(N(CC)CC)C.Cl[C:14]([O:16][CH2:17][C:18]1[CH:23]=[CH:22][CH:21]=[CH:20][CH:19]=1)=[O:15].O. Product: [Br:2][CH2:3][CH2:4][NH:5][C:14](=[O:15])[O:16][CH2:17][C:18]1[CH:23]=[CH:22][CH:21]=[CH:20][CH:19]=1. The catalyst class is: 22. (3) Reactant: CS(O[CH2:6][CH2:7][CH2:8][CH2:9][C:10]1[S:14][C:13]([C:15]([O:17][CH2:18][CH3:19])=[O:16])=[N:12][N:11]=1)(=O)=O.[N-:20]=[N+:21]=[N-:22].[Na+]. Product: [N:20]([CH2:6][CH2:7][CH2:8][CH2:9][C:10]1[S:14][C:13]([C:15]([O:17][CH2:18][CH3:19])=[O:16])=[N:12][N:11]=1)=[N+:21]=[N-:22]. The catalyst class is: 3. (4) Reactant: [C:1]1([CH:7]2[C:15]3[CH:14]=[CH:13][N:12]=[CH:11][C:10]=3[CH:9]([OH:16])[O:8]2)[CH:6]=[CH:5][CH:4]=[CH:3][CH:2]=1.[BH4-].[Na+]. Product: [OH:16][CH2:9][C:10]1[CH:11]=[N:12][CH:13]=[CH:14][C:15]=1[CH:7]([C:1]1[CH:2]=[CH:3][CH:4]=[CH:5][CH:6]=1)[OH:8]. The catalyst class is: 162.